From a dataset of Catalyst prediction with 721,799 reactions and 888 catalyst types from USPTO. Predict which catalyst facilitates the given reaction. (1) Reactant: Br[CH2:2][C:3](=O)[C:4]([O:6][CH2:7][CH3:8])=[O:5].[CH3:10][N:11]([CH3:19])[C:12]1[CH:13]=[CH:14][C:15]([NH2:18])=[N:16][CH:17]=1.C(O)C. Product: [CH3:10][N:11]([CH3:19])[C:12]1[CH:13]=[CH:14][C:15]2[N:16]([CH:2]=[C:3]([C:4]([O:6][CH2:7][CH3:8])=[O:5])[N:18]=2)[CH:17]=1. The catalyst class is: 57. (2) Reactant: [C:1]1(P([C:1]2[CH:6]=CC=[CH:3][CH:2]=2)[C:1]2[CH:6]=CC=[CH:3][CH:2]=2)[CH:6]=CC=[CH:3][CH:2]=1.C(O)CC=C.[Br:25][C:26]1[C:31]([OH:32])=[CH:30][CH:29]=[CH:28][N:27]=1.N(C(OCC)=O)=NC(OCC)=O. Product: [Br:25][C:26]1[C:31]([O:32][CH2:3][CH2:2][CH:1]=[CH2:6])=[CH:30][CH:29]=[CH:28][N:27]=1. The catalyst class is: 1. (3) Reactant: [CH3:1][O:2][C@@H:3]1[C@@H:29]([CH2:30][O:31]C(=O)C2C=CC=CC=2)[O:28][C@@H:6]([O:7][C:8]2[CH:13]=[C:12]([CH2:14][O:15]C(=O)C)[CH:11]=[CH:10][C:9]=2[CH2:19][C:20]2[CH:25]=[CH:24][C:23]([CH2:26][CH3:27])=[CH:22][CH:21]=2)[C@H:5]([O:40]C(=O)C2C=CC=CC=2)[C@H:4]1[O:49]C(=O)C1C=CC=CC=1.C(=O)([O-])[O-].[K+].[K+].CO.COC[C@H]1O[C@@H](OC2C=C(CO)C=CC=2CC2C=CC(CC)=CC=2)[C@H](O)[C@@H](O)[C@@H]1O. The catalyst class is: 2. Product: [CH3:1][O:2][C@@H:3]1[C@@H:29]([CH2:30][OH:31])[O:28][C@@H:6]([O:7][C:8]2[CH:13]=[C:12]([CH2:14][OH:15])[CH:11]=[CH:10][C:9]=2[CH2:19][C:20]2[CH:25]=[CH:24][C:23]([CH2:26][CH3:27])=[CH:22][CH:21]=2)[C@H:5]([OH:40])[C@H:4]1[OH:49]. (4) Reactant: [CH2:1]([C:3]1([CH2:13][C:14]([OH:16])=[O:15])[C:11]2[C:6](=[CH:7][CH:8]=[C:9]([OH:12])[CH:10]=2)[CH2:5][CH2:4]1)[CH3:2].[CH2:17](Cl)Cl.CO.C[Si](C=[N+]=[N-])(C)C.C(O)(=O)C. Product: [CH2:1]([C:3]1([CH2:13][C:14]([O:16][CH3:17])=[O:15])[C:11]2[C:6](=[CH:7][CH:8]=[C:9]([OH:12])[CH:10]=2)[CH2:5][CH2:4]1)[CH3:2]. The catalyst class is: 27. (5) Reactant: [CH3:1][O:2][C:3](=[O:15])[C:4]1[CH:9]=[CH:8][C:7]([O:10][CH3:11])=[C:6]([CH2:12][CH2:13][NH2:14])[CH:5]=1.[CH3:16][O:17][C:18](Cl)=[O:19].C(N(C(C)C)CC)(C)C.C([O-])(O)=O.[Na+]. Product: [CH3:1][O:2][C:3](=[O:15])[C:4]1[CH:9]=[CH:8][C:7]([O:10][CH3:11])=[C:6]([CH2:12][CH2:13][NH:14][C:18]([O:17][CH3:16])=[O:19])[CH:5]=1. The catalyst class is: 2.